This data is from Full USPTO retrosynthesis dataset with 1.9M reactions from patents (1976-2016). The task is: Predict the reactants needed to synthesize the given product. (1) Given the product [NH2:25][C:3]1[C:2]([NH2:1])=[CH:20][C:6]([C:7]([NH:9][C:10]2[CH:15]=[C:14]([C:16]([F:19])([F:18])[F:17])[CH:13]=[CH:12][N:11]=2)=[O:8])=[C:5]([O:21][CH:22]([F:23])[F:24])[CH:4]=1, predict the reactants needed to synthesize it. The reactants are: [NH2:1][C:2]1[C:3]([N+:25]([O-])=O)=[CH:4][C:5]([O:21][CH:22]([F:24])[F:23])=[C:6]([CH:20]=1)[C:7]([NH:9][C:10]1[CH:15]=[C:14]([C:16]([F:19])([F:18])[F:17])[CH:13]=[CH:12][N:11]=1)=[O:8]. (2) Given the product [CH3:24][C:16]1[CH:15]=[C:14]([C:12]2[CH:11]=[C:10]([C:25]([F:28])([F:27])[F:26])[N:9]=[C:8]([C:4]3[CH:3]=[C:2]([C:33]4[CH:32]=[N:31][C:30]([NH2:29])=[N:35][CH:34]=4)[CH:7]=[CH:6][CH:5]=3)[N:13]=2)[CH:19]=[CH:18][C:17]=1[C:20]([F:23])([F:22])[F:21], predict the reactants needed to synthesize it. The reactants are: Br[C:2]1[CH:3]=[C:4]([C:8]2[N:13]=[C:12]([C:14]3[CH:19]=[CH:18][C:17]([C:20]([F:23])([F:22])[F:21])=[C:16]([CH3:24])[CH:15]=3)[CH:11]=[C:10]([C:25]([F:28])([F:27])[F:26])[N:9]=2)[CH:5]=[CH:6][CH:7]=1.[NH2:29][C:30]1[N:35]=[CH:34][C:33](B2OC(C)(C)C(C)(C)O2)=[CH:32][N:31]=1. (3) Given the product [I:9][C:6]1[N:5]2[N:10]=[C:11]([C:13]([F:14])([F:15])[F:16])[CH:12]=[C:4]2[C:3]([CH:2]=[O:1])=[CH:8][CH:7]=1, predict the reactants needed to synthesize it. The reactants are: [OH:1][CH2:2][C:3]1[C:4]2[N:5]([N:10]=[C:11]([C:13]([F:16])([F:15])[F:14])[CH:12]=2)[C:6]([I:9])=[CH:7][CH:8]=1. (4) Given the product [CH2:32]([N:10]1[CH2:11][CH2:12][CH2:13][C:8]([NH:7][C:5](=[O:6])[C:4]2[C:20]([C:28]([F:31])([F:29])[F:30])=[CH:21][C:22]([C:24]([F:25])([F:26])[F:27])=[CH:23][C:3]=2[O:2][CH3:1])([C:14]2[CH:15]=[CH:16][CH:17]=[CH:18][CH:19]=2)[CH2:9]1)[CH3:33], predict the reactants needed to synthesize it. The reactants are: [CH3:1][O:2][C:3]1[CH:23]=[C:22]([C:24]([F:27])([F:26])[F:25])[CH:21]=[C:20]([C:28]([F:31])([F:30])[F:29])[C:4]=1[C:5]([NH:7][C:8]1([C:14]2[CH:19]=[CH:18][CH:17]=[CH:16][CH:15]=2)[CH2:13][CH2:12][CH2:11][NH:10][CH2:9]1)=[O:6].[CH2:32](N(C(C)C)C(C)C)[CH3:33].ICC. (5) Given the product [Cl:3][C:4]1[CH:9]=[CH:8][CH:7]=[CH:6][C:5]=1[N:10]1[C:14]([C:15]([OH:17])=[O:16])=[CH:13][C:12]([C:19]2[CH:24]=[CH:23][N:22]=[C:21]([Cl:25])[CH:20]=2)=[N:11]1, predict the reactants needed to synthesize it. The reactants are: [OH-].[Na+].[Cl:3][C:4]1[CH:9]=[CH:8][CH:7]=[CH:6][C:5]=1[N:10]1[C:14]([C:15]([O:17]C)=[O:16])=[CH:13][C:12]([C:19]2[CH:24]=[CH:23][N:22]=[C:21]([Cl:25])[CH:20]=2)=[N:11]1.C1COCC1.